Dataset: Forward reaction prediction with 1.9M reactions from USPTO patents (1976-2016). Task: Predict the product of the given reaction. (1) Given the reactants O[C:2]1([C:24]2[CH:29]=[CH:28][C:27]([CH:30]([CH3:32])[CH3:31])=[CH:26][CH:25]=2)[C:6]2[C:7]([CH3:21])=[C:8]([CH3:20])[C:9]([CH3:19])=[C:10]([NH:11][C:12](=[O:18])[CH2:13][C:14]([CH3:17])([CH3:16])[CH3:15])[C:5]=2[O:4][C:3]1([CH3:23])[CH3:22], predict the reaction product. The product is: [CH:30]([C:27]1[CH:26]=[CH:25][C:24]([CH:2]2[C:6]3[C:7]([CH3:21])=[C:8]([CH3:20])[C:9]([CH3:19])=[C:10]([NH:11][C:12](=[O:18])[CH2:13][C:14]([CH3:15])([CH3:16])[CH3:17])[C:5]=3[O:4][C:3]2([CH3:23])[CH3:22])=[CH:29][CH:28]=1)([CH3:32])[CH3:31]. (2) Given the reactants [Br:1][C:2]1[CH:7]=[CH:6][C:5]([C:8]2[CH:13]=[CH:12][C:11]([Br:14])=[CH:10][C:9]=2N)=[C:4]([NH2:16])[CH:3]=1.C([O-])(O)=O.[Na+], predict the reaction product. The product is: [Br:14][C:11]1[CH:12]=[CH:13][C:8]2[C:5]3[C:4](=[CH:3][C:2]([Br:1])=[CH:7][CH:6]=3)[NH:16][C:9]=2[CH:10]=1. (3) Given the reactants [F:1][C:2]([F:25])([F:24])[C:3]1[CH:8]=[CH:7][CH:6]=[CH:5][C:4]=1[C:9]([NH:11][C:12]1[CH:13]=[C:14]([C:21](O)=[O:22])[C:15]2[N:19]=[CH:18][NH:17][C:16]=2[CH:20]=1)=[O:10].CN(C(ON1N=NC2C=CC=CC1=2)=[N+](C)C)C.F[P-](F)(F)(F)(F)F.C(N(CC)CC)C.[Cl:57][C:58]1[C:59]([CH3:65])=[C:60]([CH:62]=[CH:63][CH:64]=1)[NH2:61], predict the reaction product. The product is: [Cl:57][C:58]1[C:59]([CH3:65])=[C:60]([NH:61][C:21]([C:14]2[C:15]3[N:19]=[CH:18][NH:17][C:16]=3[CH:20]=[C:12]([NH:11][C:9]([C:4]3[CH:5]=[CH:6][CH:7]=[CH:8][C:3]=3[C:2]([F:1])([F:24])[F:25])=[O:10])[CH:13]=2)=[O:22])[CH:62]=[CH:63][CH:64]=1. (4) The product is: [NH2:2][CH2:1][C:3]1[C:11]2[C:6](=[CH:7][CH:8]=[C:9]([CH2:12][NH2:13])[CH:10]=2)[N:5]([C:14]([O:16][C:17]([CH3:20])([CH3:19])[CH3:18])=[O:15])[C:4]=1[C:21]1[CH:22]=[CH:23][CH:24]=[CH:25][CH:26]=1. Given the reactants [C:1]([C:3]1[C:11]2[C:6](=[CH:7][CH:8]=[C:9]([C:12]#[N:13])[CH:10]=2)[N:5]([C:14]([O:16][C:17]([CH3:20])([CH3:19])[CH3:18])=[O:15])[C:4]=1[C:21]1[CH:26]=[CH:25][CH:24]=[CH:23][CH:22]=1)#[N:2], predict the reaction product. (5) Given the reactants C([O:8][C:9]1[CH:14]=[CH:13][C:12]([CH:15]([N:17]([CH:33]2[CH2:35][CH2:34]2)[C:18]([C@@H:20]2[O:25][CH2:24][CH2:23][N:22]([C:26]([O:28][C:29]([CH3:32])([CH3:31])[CH3:30])=[O:27])[CH2:21]2)=[O:19])[CH3:16])=[CH:11][C:10]=1[O:36][CH2:37][CH2:38][CH2:39][O:40][CH3:41])C1C=CC=CC=1, predict the reaction product. The product is: [CH:33]1([N:17]([C@@H:15]([C:12]2[CH:13]=[CH:14][C:9]([OH:8])=[C:10]([O:36][CH2:37][CH2:38][CH2:39][O:40][CH3:41])[CH:11]=2)[CH3:16])[C:18]([C@@H:20]2[O:25][CH2:24][CH2:23][N:22]([C:26]([O:28][C:29]([CH3:31])([CH3:30])[CH3:32])=[O:27])[CH2:21]2)=[O:19])[CH2:34][CH2:35]1. (6) Given the reactants [NH2:1][C:2]1[CH:3]=[CH:4][C:5]([CH3:17])=[C:6]([CH:16]=1)[C:7]([NH:9][C:10]1[S:14][C:13]([CH3:15])=[N:12][CH:11]=1)=[O:8].[F:18][C:19]1[CH:20]=[C:21]([CH:25]=[C:26]([C:28]([F:31])([F:30])[F:29])[CH:27]=1)[C:22](O)=[O:23].CN(C(ON1N=NC2C=CC=NC1=2)=[N+](C)C)C.F[P-](F)(F)(F)(F)F.N1C=CC=CC=1, predict the reaction product. The product is: [F:18][C:19]1[CH:20]=[C:21]([CH:25]=[C:26]([C:28]([F:29])([F:30])[F:31])[CH:27]=1)[C:22]([NH:1][C:2]1[CH:3]=[CH:4][C:5]([CH3:17])=[C:6]([CH:16]=1)[C:7]([NH:9][C:10]1[S:14][C:13]([CH3:15])=[N:12][CH:11]=1)=[O:8])=[O:23]. (7) Given the reactants CC1C=CC(S(O[CH2:12][CH:13]2[CH2:17][C:16]3[CH:18]=[CH:19][CH:20]=[C:21](OS(C(F)(F)F)(=O)=O)[C:15]=3[O:14]2)(=O)=O)=CC=1.[O:30]1[C:34]2[CH:35]=[CH:36][CH:37]=[CH:38][C:33]=2[CH:32]=[C:31]1B(O)O.P([O-])([O-])([O-])=O.[K+].[K+].[K+].CC1C=CC(S(OCC2CC3C=CC=C(C4OC5C=CC=CC=5C=4)C=3O2)(=O)=O)=CC=1.S(C1C=CC(C)=CC=1)([O-])(=O)=O.[N-:91]=[N+]=[N-].[Na+].N(CC1CC2C=CC=C(C3OC4C=CC=CC=4C=3)C=2O1)=[N+]=[N-].[N-]=[N+]=[N-], predict the reaction product. The product is: [O:30]1[C:34]2[CH:35]=[CH:36][CH:37]=[CH:38][C:33]=2[CH:32]=[C:31]1[C:21]1[C:15]2[O:14][CH:13]([CH2:12][NH2:91])[CH2:17][C:16]=2[CH:18]=[CH:19][CH:20]=1.